Dataset: Catalyst prediction with 721,799 reactions and 888 catalyst types from USPTO. Task: Predict which catalyst facilitates the given reaction. (1) Reactant: [NH2:1][C:2]1[S:12][C:5]2[CH2:6][O:7][C:8]([CH3:11])([CH3:10])[CH2:9][C:4]=2[C:3]=1[C:13]([O:15][C:16]([CH3:19])([CH3:18])[CH3:17])=[O:14].[CH3:20][O:21][C:22]1[CH:32]=[CH:31][C:25]([C:26]([N:28]=[C:29]=[S:30])=[O:27])=[CH:24][CH:23]=1. Product: [CH3:20][O:21][C:22]1[CH:23]=[CH:24][C:25]([C:26]([NH:28][C:29](=[S:30])[NH:1][C:2]2[S:12][C:5]3[CH2:6][O:7][C:8]([CH3:11])([CH3:10])[CH2:9][C:4]=3[C:3]=2[C:13]([O:15][C:16]([CH3:19])([CH3:18])[CH3:17])=[O:14])=[O:27])=[CH:31][CH:32]=1. The catalyst class is: 1. (2) Reactant: C([O:4][C@H:5]1[C@H:9]([NH:10][C:11]([O:13][CH2:14][C:15]2[CH:20]=[CH:19][CH:18]=[CH:17][CH:16]=2)=[O:12])[CH2:8][N:7]([C:21]([O:23][C:24]([CH3:27])([CH3:26])[CH3:25])=[O:22])[CH2:6]1)(=O)C.C(=O)([O-])[O-].[K+].[K+].O. Product: [CH2:14]([O:13][C:11]([NH:10][C@H:9]1[C@H:5]([OH:4])[CH2:6][N:7]([C:21]([O:23][C:24]([CH3:27])([CH3:26])[CH3:25])=[O:22])[CH2:8]1)=[O:12])[C:15]1[CH:16]=[CH:17][CH:18]=[CH:19][CH:20]=1. The catalyst class is: 5. (3) Reactant: C(N(CC)CC)C.[F:8][C:9]1[CH:17]=[CH:16][CH:15]=[CH:14][C:10]=1[C:11](Cl)=[O:12].[NH2:18][C:19]1[CH:31]=[C:30]([C:32]2[CH:37]=[CH:36][CH:35]=[CH:34][CH:33]=2)[CH:29]=[CH:28][C:20]=1[C:21]([O:23][C:24]([CH3:27])([CH3:26])[CH3:25])=[O:22].C(=O)([O-])O.[Na+]. Product: [F:8][C:9]1[CH:17]=[CH:16][CH:15]=[CH:14][C:10]=1[C:11]([NH:18][C:19]1[CH:31]=[C:30]([C:32]2[CH:33]=[CH:34][CH:35]=[CH:36][CH:37]=2)[CH:29]=[CH:28][C:20]=1[C:21]([O:23][C:24]([CH3:27])([CH3:26])[CH3:25])=[O:22])=[O:12]. The catalyst class is: 2. (4) Reactant: Cl.[CH3:2][O:3][C:4]1[CH:9]=[CH:8][CH:7]=[CH:6][C:5]=1[C:10]1[C:18]2[C:13](=[N:14][CH:15]=[C:16]([C:19]3[CH:20]=[C:21]([CH:24]=[CH:25][CH:26]=3)[C:22]#[N:23])[CH:17]=2)[N:12]([S:27]([C:30]2[CH:35]=[CH:34][C:33]([CH3:36])=[CH:32][CH:31]=2)(=[O:29])=[O:28])[CH:11]=1.C[CH2:38][O:39]CC. Product: [CH3:2][O:3][C:4]1[CH:9]=[CH:8][CH:7]=[CH:6][C:5]=1[C:10]1[C:18]2[C:13](=[N:14][CH:15]=[C:16]([C:19]3[CH:20]=[C:21]([CH:24]=[CH:25][CH:26]=3)[C:22](=[NH:23])[O:39][CH3:38])[CH:17]=2)[N:12]([S:27]([C:30]2[CH:31]=[CH:32][C:33]([CH3:36])=[CH:34][CH:35]=2)(=[O:28])=[O:29])[CH:11]=1. The catalyst class is: 5.